Dataset: Catalyst prediction with 721,799 reactions and 888 catalyst types from USPTO. Task: Predict which catalyst facilitates the given reaction. Reactant: [Cl:1][C:2]1[CH:3]=[C:4]([C:12]2[O:16][N:15]=[C:14]([C:17]3[C:18]([CH3:34])=[C:19]4[C:24](=[CH:25][CH:26]=3)[CH2:23][N:22](C(OC(C)(C)C)=O)[CH2:21][CH2:20]4)[N:13]=2)[CH:5]=[CH:6][C:7]=1[O:8][CH:9]([CH3:11])[CH3:10].Cl. Product: [ClH:1].[Cl:1][C:2]1[CH:3]=[C:4]([C:12]2[O:16][N:15]=[C:14]([C:17]3[C:18]([CH3:34])=[C:19]4[C:24](=[CH:25][CH:26]=3)[CH2:23][NH:22][CH2:21][CH2:20]4)[N:13]=2)[CH:5]=[CH:6][C:7]=1[O:8][CH:9]([CH3:11])[CH3:10]. The catalyst class is: 12.